This data is from Forward reaction prediction with 1.9M reactions from USPTO patents (1976-2016). The task is: Predict the product of the given reaction. (1) Given the reactants [NH2:1][C:2]1[C:10](C)=[C:9](OC)[CH:8]=[CH:7][C:3]=1[C:4]([NH2:6])=[O:5].[C:14](N)(=O)[C:15]1[CH:20]=[CH:19][CH:18]=[CH:17][CH:16]=1.[C:23](Cl)(=[O:30])C1C=CC=CC=1, predict the reaction product. The product is: [CH3:23][O:30][C:10]1[CH:9]=[CH:8][CH:7]=[C:3]2[C:2]=1[N:1]=[C:14]([C:15]1[CH:20]=[CH:19][CH:18]=[CH:17][CH:16]=1)[N:6]=[C:4]2[OH:5]. (2) Given the reactants C([O:3][C:4](=[O:32])[CH2:5][S:6][C:7]1[S:11][C:10]([NH:12][C:13]([N:15](CC2CCCC2)[C:16]2[CH:21]=[CH:20][CH:19]=[C:18]([S:22](=[O:25])(=[O:24])[NH2:23])[CH:17]=2)=[O:14])=[N:9][CH:8]=1)C.[CH:33]1(CN(C2C=CC(S(C)(=O)=O)=CC=2)C(=O)NC2SC=C(CC(O)=O)N=2)[CH2:37][CH2:36][CH2:35][CH2:34]1.[CH:62]1(CNC2C=CC=C(S(=O)(=O)N)C=2)CCCC1.C(OC(=O)CSC1SC(N)=NC=1)C, predict the reaction product. The product is: [CH:33]1([N:15]([C:16]2[CH:21]=[CH:20][CH:19]=[C:18]([S:22](=[O:24])(=[O:25])[NH2:23])[CH:17]=2)[C:13](=[O:14])[N:12]([CH3:62])[C:10]2[S:11][C:7]([S:6][CH2:5][C:4]([OH:3])=[O:32])=[CH:8][N:9]=2)[CH2:37][CH2:36][CH2:35][CH2:34]1. (3) Given the reactants [ClH:1].C([NH:5][C:6]1[CH:7]=[C:8]([N:12]2[C:16]3[CH:17]=[CH:18][C:19]([C:21]([NH:23][CH2:24][C:25]4[CH:26]=[N:27][CH:28]=[CH:29][CH:30]=4)=[O:22])=[CH:20][C:15]=3[N:14]=[CH:13]2)[CH:9]=[CH:10][CH:11]=1)(=O)C, predict the reaction product. The product is: [ClH:1].[ClH:1].[NH2:5][C:6]1[CH:7]=[C:8]([N:12]2[C:16]3[CH:17]=[CH:18][C:19]([C:21]([NH:23][CH2:24][C:25]4[CH:26]=[N:27][CH:28]=[CH:29][CH:30]=4)=[O:22])=[CH:20][C:15]=3[N:14]=[CH:13]2)[CH:9]=[CH:10][CH:11]=1. (4) Given the reactants [OH:1][C:2]1[CH:7]=[CH:6][C:5]([O:8][CH3:9])=[CH:4][C:3]=1[C:10](=[O:12])[CH3:11].O=[C:14]1[CH2:19][CH2:18][N:17]([C:20]([O:22][C:23]([CH3:26])([CH3:25])[CH3:24])=[O:21])[CH2:16][CH2:15]1.N1CCCC1, predict the reaction product. The product is: [C:20]([N:17]1[CH2:16][CH2:15][C:14]2([CH2:11][C:10](=[O:12])[C:3]3[C:2](=[CH:7][CH:6]=[C:5]([O:8][CH3:9])[CH:4]=3)[O:1]2)[CH2:19][CH2:18]1)([O:22][C:23]([CH3:26])([CH3:25])[CH3:24])=[O:21]. (5) Given the reactants [NH2:1][C:2]1[CH:6]=[CH:5][NH:4][N:3]=1.CCN(C(C)C)C(C)C.[C:16]([O:20][C:21]([NH:23][CH:24]([CH2:37][C:38]1([F:43])[CH2:42][CH2:41][CH2:40][CH2:39]1)[C:25]([NH:27][C:28]1([CH:32]([OH:36])[C:33](O)=[O:34])[CH2:31][CH2:30][CH2:29]1)=[O:26])=[O:22])([CH3:19])([CH3:18])[CH3:17].CN(C(ON1N=NC2C=CC=NC1=2)=[N+](C)C)C.F[P-](F)(F)(F)(F)F, predict the reaction product. The product is: [C:16]([O:20][C:21](=[O:22])[NH:23][CH:24]([C:25](=[O:26])[NH:27][C:28]1([CH:32]([OH:36])[C:33](=[O:34])[NH:1][C:2]2[CH:6]=[CH:5][NH:4][N:3]=2)[CH2:31][CH2:30][CH2:29]1)[CH2:37][C:38]1([F:43])[CH2:42][CH2:41][CH2:40][CH2:39]1)([CH3:19])([CH3:17])[CH3:18]. (6) Given the reactants [CH3:1][NH:2][CH3:3].C1COCC1.[NH2:9][C:10]1[N:15]=[CH:14][N:13]=[C:12]2[N:16]([CH:20]([C:22]3[C:23]([O:39][CH3:40])=[C:24]([C:30]4[CH:35]=[CH:34][N:33]=[C:32]([C:36](O)=[O:37])[CH:31]=4)[C:25]([CH3:29])=[C:26]([Cl:28])[CH:27]=3)[CH3:21])[N:17]=[C:18]([CH3:19])[C:11]=12.F[P-](F)(F)(F)(F)F.N1(O[P+](N(C)C)(N(C)C)N(C)C)C2C=CC=CC=2N=N1.C(N(CC)CC)C, predict the reaction product. The product is: [NH2:9][C:10]1[N:15]=[CH:14][N:13]=[C:12]2[N:16]([CH:20]([C:22]3[C:23]([O:39][CH3:40])=[C:24]([C:30]4[CH:35]=[CH:34][N:33]=[C:32]([C:36]([N:2]([CH3:3])[CH3:1])=[O:37])[CH:31]=4)[C:25]([CH3:29])=[C:26]([Cl:28])[CH:27]=3)[CH3:21])[N:17]=[C:18]([CH3:19])[C:11]=12. (7) Given the reactants C(P1(=O)OP(CCC)(=O)OP(CCC)(=O)O1)CC.Cl.CC[N:22]([CH:26](C)C)C(C)C.[C:29]([C:31]1[CH:32]=[C:33]([C:37]2[N:38]([CH2:50][CH2:51][CH2:52][C:53]([O-])=[O:54])[CH:39]=[C:40]3[C:45]=2[C:44](=[O:46])[N:43]([CH3:47])[C:42](=[O:48])[N:41]3[CH3:49])[CH:34]=[CH:35][CH:36]=1)#[N:30].[Li+].CN([CH:60]=[O:61])C, predict the reaction product. The product is: [C:29]([C:31]1[CH:32]=[C:33]([C:37]2[N:38]([CH2:50][CH2:51][CH2:52][C:53]([N:22]([O:61][CH3:60])[CH3:26])=[O:54])[CH:39]=[C:40]3[C:45]=2[C:44](=[O:46])[N:43]([CH3:47])[C:42](=[O:48])[N:41]3[CH3:49])[CH:34]=[CH:35][CH:36]=1)#[N:30]. (8) Given the reactants F[C:2](F)(F)C(O)=O.[OH:8][C:9]1[C:10]([CH:20]2[C:28]3[C:23](=[CH:24][CH:25]=[CH:26][CH:27]=3)[N:22]([CH2:29][C@H:30]3[CH2:34][CH2:33][CH2:32][O:31]3)[C:21]2=[O:35])=[CH:11][C:12]2[O:17][CH2:16][CH2:15][N:14]([CH3:18])[C:13]=2[CH:19]=1.C1(C(C2C=CC=CC=2)N2C3C(=CC=CC=3)C(C3C=C(C)C(OC)=CC=3O)C2=O)C=CC=CC=1, predict the reaction product. The product is: [CH3:18][N:14]1[C:13]2[CH:19]=[C:9]3[O:8][CH2:2][C:20]4([C:28]5[C:23](=[CH:24][CH:25]=[CH:26][CH:27]=5)[N:22]([CH2:29][C@H:30]5[CH2:34][CH2:33][CH2:32][O:31]5)[C:21]4=[O:35])[C:10]3=[CH:11][C:12]=2[O:17][CH2:16][CH2:15]1. (9) Given the reactants [CH3:1][Al](C)C.Cl[C:6]1[N:7]=[CH:8][CH:9]=[C:10]2[CH:14]=[N:13][NH:12][C:11]=12.[NH4+].[Cl-], predict the reaction product. The product is: [CH3:1][C:6]1[N:7]=[CH:8][CH:9]=[C:10]2[CH:14]=[N:13][NH:12][C:11]=12. (10) Given the reactants [CH3:1][O:2][C:3]([C:5]1[CH:6]=[C:7]2[C:11](=[CH:12][C:13]=1[NH:14][C:15]1[CH:20]=[CH:19][C:18]([Si](C)(C)C)=[CH:17][C:16]=1[F:25])[C:10](=[O:26])[NH:9][CH2:8]2)=[O:4].[I:27]Cl, predict the reaction product. The product is: [CH3:1][O:2][C:3]([C:5]1[CH:6]=[C:7]2[C:11](=[CH:12][C:13]=1[NH:14][C:15]1[CH:20]=[CH:19][C:18]([I:27])=[CH:17][C:16]=1[F:25])[C:10](=[O:26])[NH:9][CH2:8]2)=[O:4].